Dataset: Forward reaction prediction with 1.9M reactions from USPTO patents (1976-2016). Task: Predict the product of the given reaction. Given the reactants [C:1]1([N:7]2[CH:11]([C:12]3[CH:17]=[CH:16][CH:15]=[CH:14][CH:13]=3)[CH:10]=[C:9]([C:18]3[CH:23]=[CH:22][CH:21]=[CH:20][CH:19]=3)[NH:8]2)[CH:6]=[CH:5][CH:4]=[CH:3][CH:2]=1, predict the reaction product. The product is: [C:1]1([N:7]2[C:11]([C:12]3[CH:17]=[CH:16][CH:15]=[CH:14][CH:13]=3)=[CH:10][C:9]([C:18]3[CH:23]=[CH:22][CH:21]=[CH:20][CH:19]=3)=[N:8]2)[CH:6]=[CH:5][CH:4]=[CH:3][CH:2]=1.